Dataset: Full USPTO retrosynthesis dataset with 1.9M reactions from patents (1976-2016). Task: Predict the reactants needed to synthesize the given product. (1) The reactants are: Cl[CH2:2][C:3]1[N:4]=[C:5]([CH:8]=[CH:9][C:10]2[CH:15]=[CH:14][C:13]([S:16][C:17]([F:20])([F:19])[F:18])=[CH:12][CH:11]=2)[O:6][CH:7]=1.[N:21]1([CH2:26][CH2:27][CH2:28][CH2:29][C:30]2[CH:35]=[CH:34][C:33]([OH:36])=[CH:32][CH:31]=2)[CH:25]=[CH:24][N:23]=[N:22]1.[I-].[K+].C[O-].[Na+]. Given the product [F:18][C:17]([S:16][C:13]1[CH:14]=[CH:15][C:10]([CH:9]=[CH:8][C:5]2[O:6][CH:7]=[C:3]([CH2:2][O:36][C:33]3[CH:34]=[CH:35][C:30]([CH2:29][CH2:28][CH2:27][CH2:26][N:21]4[CH:25]=[CH:24][N:23]=[N:22]4)=[CH:31][CH:32]=3)[N:4]=2)=[CH:11][CH:12]=1)([F:20])[F:19], predict the reactants needed to synthesize it. (2) Given the product [NH2:25][C:5]1[CH:6]=[C:1]([C:7]#[C:8][C:9]2[NH:10][C:11]3[CH:12]=[CH:13][CH:14]=[C:15]4[C:21](=[O:22])[NH:20][CH2:19][CH2:18][C:17]=2[C:16]=34)[CH:2]=[CH:3][CH:4]=1, predict the reactants needed to synthesize it. The reactants are: [C:1]1([C:7]#[C:8][C:9]2[NH:10][C:11]3[CH:12]=[CH:13][CH:14]=[C:15]4[C:21](=[O:22])[NH:20][CH2:19][CH2:18][C:17]=2[C:16]=34)[CH:6]=[CH:5][CH:4]=[CH:3][CH:2]=1.IC1[NH:25]C2C=CC=C3C(=O)NCCC=1C=23. (3) Given the product [CH3:10][O:9][C:7]1[CH:6]=[C:5]([CH2:11][CH2:12][C:13]2[N:14]=[C:15]3[C:21]([C:22]([NH:47][CH3:46])=[O:24])=[C:20]([C:25]4[CH:26]=[CH:27][C:28]([N:31]5[CH2:36][CH2:35][N:34]([CH3:37])[CH2:33][CH2:32]5)=[CH:29][CH:30]=4)[NH:19][C:16]3=[N:17][CH:18]=2)[CH:4]=[C:3]([O:2][CH3:1])[CH:8]=1, predict the reactants needed to synthesize it. The reactants are: [CH3:1][O:2][C:3]1[CH:4]=[C:5]([CH2:11][CH2:12][C:13]2[N:14]=[C:15]3[C:21]([C:22]([OH:24])=O)=[C:20]([C:25]4[CH:30]=[CH:29][C:28]([N:31]5[CH2:36][CH2:35][N:34]([CH3:37])[CH2:33][CH2:32]5)=[CH:27][CH:26]=4)[N:19](COCC[Si](C)(C)C)[C:16]3=[N:17][CH:18]=2)[CH:6]=[C:7]([O:9][CH3:10])[CH:8]=1.[CH3:46][N:47](C(ON1N=NC2C=CC=NC1=2)=[N+](C)C)C.F[P-](F)(F)(F)(F)F.CN.C1COCC1.C(N(CC)C(C)C)(C)C. (4) Given the product [C:20]1([CH2:19][O:1][C:2]2[CH:3]=[C:4]([CH2:8][CH2:9][C:10]([O:12][CH2:8][C:4]3[CH:5]=[CH:6][CH:7]=[CH:2][CH:3]=3)=[O:11])[CH:5]=[CH:6][CH:7]=2)[CH:25]=[CH:24][CH:23]=[CH:22][CH:21]=1, predict the reactants needed to synthesize it. The reactants are: [OH:1][C:2]1[CH:3]=[C:4]([CH2:8][CH2:9][C:10]([OH:12])=[O:11])[CH:5]=[CH:6][CH:7]=1.C(=O)([O-])[O-].[K+].[K+].[CH2:19](Br)[C:20]1[CH:25]=[CH:24][CH:23]=[CH:22][CH:21]=1.